Dataset: Catalyst prediction with 721,799 reactions and 888 catalyst types from USPTO. Task: Predict which catalyst facilitates the given reaction. Reactant: O1CCCC1.[Cl:6][C:7]1[CH:8]=[C:9]2[C:13](=[CH:14][CH:15]=1)[N:12]([S:16]([C:19]1[CH:20]=[C:21]([CH:36]=[CH:37][CH:38]=1)[C:22]([NH:24][C:25]1[CH:33]=[CH:32][C:31]([C:34]#[N:35])=[CH:30][C:26]=1[C:27](O)=[O:28])=[O:23])(=[O:18])=[O:17])[CH2:11][CH2:10]2.[NH2:39][C:40]1[S:41][CH:42]=[CH:43][N:44]=1.C1N=CN(C(N2C=NC=C2)=O)C=1. Product: [Cl:6][C:7]1[CH:8]=[C:9]2[C:13](=[CH:14][CH:15]=1)[N:12]([S:16]([C:19]1[CH:20]=[C:21]([CH:36]=[CH:37][CH:38]=1)[C:22]([NH:24][C:25]1[CH:33]=[CH:32][C:31]([C:34]#[N:35])=[CH:30][C:26]=1[C:27]([NH:39][C:40]1[S:41][CH:42]=[CH:43][N:44]=1)=[O:28])=[O:23])(=[O:18])=[O:17])[CH2:11][CH2:10]2. The catalyst class is: 143.